From a dataset of Reaction yield outcomes from USPTO patents with 853,638 reactions. Predict the reaction yield, written as a fraction of the theoretical maximum amount of product (1.0 means a 100% yield; for example, 0.34 means a 34% yield). (1) The reactants are [CH:1]([Si:4]1([CH:39]([CH3:41])[CH3:40])[O:11][C@H:10]2[C@@H:12]([OH:32])[C@H:13]([N:15]3[CH:23]=[N:22][C:21]4[C:16]3=[N:17][CH:18]=[N:19][C:20]=4/[CH:24]=[CH:25]/[C:26]3[CH:31]=[CH:30][CH:29]=[CH:28][CH:27]=3)[O:14][C@@H:9]2[CH2:8][O:7][Si:6]([CH:36]([CH3:38])[CH3:37])([CH:33]([CH3:35])[CH3:34])[O:5]1)([CH3:3])[CH3:2].[H-].[Na+].[CH3:44]I.O. The catalyst is CN(C)C=O. The product is [CH:24](/[C:20]1[N:19]=[CH:18][N:17]=[C:16]2[C:21]=1[N:22]=[CH:23][N:15]2[C@@H:13]1[O:14][C@H:9]2[C@@H:10]([O:11][Si:4]([CH:1]([CH3:2])[CH3:3])([CH:39]([CH3:41])[CH3:40])[O:5][Si:6]([CH:33]([CH3:35])[CH3:34])([CH:36]([CH3:38])[CH3:37])[O:7][CH2:8]2)[C@H:12]1[O:32][CH3:44])=[CH:25]\[C:26]1[CH:31]=[CH:30][CH:29]=[CH:28][CH:27]=1. The yield is 0.450. (2) The reactants are O=[C:2]1[CH2:7][CH2:6][CH:5]([N:8]2[C:13](=[O:14])[C:12]([CH2:15][C:16]3[CH:21]=[CH:20][C:19]([C:22]4[CH:27]=[CH:26][CH:25]=[CH:24][C:23]=4[C:28]4[NH:32][C:31](=[O:33])[O:30][N:29]=4)=[CH:18][CH:17]=3)=[C:11]([CH2:34][CH2:35][CH3:36])[N:10]3[N:37]=[CH:38][N:39]=[C:9]23)[CH2:4][CH2:3]1.Cl.[NH2:41][O:42][CH:43]([CH3:45])[CH3:44].N1C=CC=CC=1.Cl. The catalyst is O.C(OCC)(=O)C. The product is [CH3:44][CH:43]([O:42][N:41]=[C:2]1[CH2:3][CH2:4][CH:5]([N:8]2[C:13](=[O:14])[C:12]([CH2:15][C:16]3[CH:21]=[CH:20][C:19]([C:22]4[CH:27]=[CH:26][CH:25]=[CH:24][C:23]=4[C:28]4[NH:32][C:31](=[O:33])[O:30][N:29]=4)=[CH:18][CH:17]=3)=[C:11]([CH2:34][CH2:35][CH3:36])[N:10]3[N:37]=[CH:38][N:39]=[C:9]23)[CH2:6][CH2:7]1)[CH3:45]. The yield is 0.790. (3) The reactants are [Cl:1][C:2]1[N:7]=[C:6]([NH2:8])[N:5]=[C:4]([NH:9][CH2:10][C:11]2[CH:16]=[CH:15][CH:14]=[C:13]([CH2:17][O:18][C@H:19]3[CH2:23][CH2:22][O:21][CH2:20]3)[N:12]=2)[C:3]=1[NH2:24].[N:25]([O-])=O.[Na+]. The catalyst is CCO.C(O)(=O)C.O. The product is [Cl:1][C:2]1[C:3]2[N:24]=[N:25][N:9]([CH2:10][C:11]3[CH:16]=[CH:15][CH:14]=[C:13]([CH2:17][O:18][C@H:19]4[CH2:23][CH2:22][O:21][CH2:20]4)[N:12]=3)[C:4]=2[N:5]=[C:6]([NH2:8])[N:7]=1. The yield is 0.700. (4) The reactants are [Cl:1][C:2]1[CH:3]=[N+:4]([O-:43])[CH:5]=[C:6]([Cl:42])[C:7]=1[CH2:8][C@@H:9]([C:27]1[CH:32]=[CH:31][C:30]([O:33][CH:34]([F:36])[F:35])=[C:29]([O:37][CH2:38][CH:39]2[CH2:41][CH2:40]2)[CH:28]=1)[O:10][C:11](=[O:26])[C:12]1[CH:17]=[C:16]([CH2:18][NH:19][S:20]([CH3:23])(=[O:22])=[O:21])[CH:15]=[CH:14][C:13]=1[O:24][CH3:25].C([O-])([O-])=O.[K+].[K+].Cl[CH2:51][CH2:52][N:53]1[CH2:58][CH2:57][O:56][CH2:55][CH2:54]1. The catalyst is CN(C=O)C. The product is [Cl:1][C:2]1[CH:3]=[N+:4]([O-:43])[CH:5]=[C:6]([Cl:42])[C:7]=1[CH2:8][C@@H:9]([C:27]1[CH:32]=[CH:31][C:30]([O:33][CH:34]([F:35])[F:36])=[C:29]([O:37][CH2:38][CH:39]2[CH2:40][CH2:41]2)[CH:28]=1)[O:10][C:11](=[O:26])[C:12]1[CH:17]=[C:16]([CH2:18][N:19]([CH2:51][CH2:52][N:53]2[CH2:58][CH2:57][O:56][CH2:55][CH2:54]2)[S:20]([CH3:23])(=[O:22])=[O:21])[CH:15]=[CH:14][C:13]=1[O:24][CH3:25]. The yield is 0.320.